Dataset: Reaction yield outcomes from USPTO patents with 853,638 reactions. Task: Predict the reaction yield, written as a fraction of the theoretical maximum amount of product (1.0 means a 100% yield; for example, 0.34 means a 34% yield). The product is [CH:2]([C:3]1[CH:4]=[C:5]([NH:9][C:10](=[O:12])[CH3:11])[CH:6]=[CH:7][CH:8]=1)=[O:1]. The yield is 0.750. The catalyst is C1(C)C=CC=CC=1.O=[Mn]=O. The reactants are [OH:1][CH2:2][C:3]1[CH:4]=[C:5]([NH:9][C:10](=[O:12])[CH3:11])[CH:6]=[CH:7][CH:8]=1.